The task is: Binary Classification. Given a miRNA mature sequence and a target amino acid sequence, predict their likelihood of interaction.. This data is from Experimentally validated miRNA-target interactions with 360,000+ pairs, plus equal number of negative samples. (1) The miRNA is hsa-miR-425-5p with sequence AAUGACACGAUCACUCCCGUUGA. The protein sequence of the target gene is MESQCDYSMYFPAVPLPPRAELTGDPGRYRALPRRNHLYLGETVRFLLVLRCRGSVGAGVGGGAGLASRGAWTELATSLAALASVSAGGALPGCGSAGDQDADPPGGGDPGGGGLFRGCSPLLTHGQGPATSGGATTLPVEEPIVSTDEVIFPLTVSLDRLPPGTPKAKIVVTVWKREVEAPEVRDQGYLRLLQTRSPGETFRGEQSAFKAQVSTLLTLLPPPVLKCRQFTVAGKHLTVLKVLNSSSQEEISIWDIRILPNFNASYLPVMPDGSVLLVDNVCHQSGEVSMGSFCRLPGTS.... Result: 0 (no interaction). (2) The miRNA is cel-miR-261 with sequence UAGCUUUUUAGUUUUCACG. The protein sequence of the target gene is MEAGEGKERVPKQRQVLIFFVLLGIAQASCQPRHYSVAEETESGSFVANLLKDLGLEIGELAVRGARVVSKGKKMHLQFDRQTGDLLLNEKLDREELCGPTEPCVLPFQVLLENPLQFFQAELRIRDVNDHSPVFLDKEILLKIPESITPGTTFLIERAQDLDVGTNSLQNYTISPNFHFHLNLQDSLDGIILPQLVLNRALDREEQPEIRLTLTALDGGSPPRSGTALVRIEVVDINDNVPEFAKLLYEVQIPEDSPVGSQVAIVSARDLDIGTNGEISYAFSQASEDIRKTFRLSAKS.... Result: 0 (no interaction).